Dataset: Forward reaction prediction with 1.9M reactions from USPTO patents (1976-2016). Task: Predict the product of the given reaction. (1) Given the reactants [CH2:1]([OH:5])[CH2:2][CH:3]=C.[CH:6](=[O:11])[C:7]([CH3:10])([CH3:9])[CH3:8].[C:12](O)(C(F)(F)F)=O, predict the reaction product. The product is: [C:7]([CH:6]1[CH2:12][CH:1]([OH:5])[CH2:2][CH2:3][O:11]1)([CH3:10])([CH3:9])[CH3:8]. (2) Given the reactants [F:1][C:2]([F:15])([F:14])[C:3]1[CH:13]=[CH:12][CH:11]=[CH:10][C:4]=1[CH2:5][S:6][C:7](=O)[CH3:8].CO.[CH3:18][O:19][C:20]([C:22]1C(CBr)=[CH:26][CH:25]=[CH:24][N:23]=1)=[O:21].C(OC(=O)C)C.C1CCCCC1, predict the reaction product. The product is: [CH3:18][O:19][C:20]([C:22]1[C:8]([CH2:7][S:6][CH2:5][C:4]2[CH:10]=[CH:11][CH:12]=[CH:13][C:3]=2[C:2]([F:15])([F:14])[F:1])=[CH:26][CH:25]=[CH:24][N:23]=1)=[O:21]. (3) Given the reactants Br[C:2]1[CH:3]=[C:4]([CH:37]=[CH:38][CH:39]=1)[CH2:5][N:6]1[CH:11]([C:12]2[CH:17]=[CH:16][C:15]([C:18]#[N:19])=[CH:14][CH:13]=2)[C:10]([C:20]([O:22][CH2:23][CH3:24])=[O:21])=[C:9]([CH3:25])[N:8]([C:26]2[CH:31]=[CH:30][CH:29]=[C:28]([C:32]([F:35])([F:34])[F:33])[CH:27]=2)[C:7]1=[O:36].[S:40]1[CH:44]=[CH:43][CH:42]=[C:41]1B(O)O.C(=O)([O-])[O-].[Na+].[Na+], predict the reaction product. The product is: [C:18]([C:15]1[CH:14]=[CH:13][C:12]([CH:11]2[C:10]([C:20]([O:22][CH2:23][CH3:24])=[O:21])=[C:9]([CH3:25])[N:8]([C:26]3[CH:31]=[CH:30][CH:29]=[C:28]([C:32]([F:33])([F:34])[F:35])[CH:27]=3)[C:7](=[O:36])[N:6]2[CH2:5][C:4]2[CH:37]=[CH:38][CH:39]=[C:2]([C:41]3[S:40][CH:44]=[CH:43][CH:42]=3)[CH:3]=2)=[CH:17][CH:16]=1)#[N:19].